Dataset: Reaction yield outcomes from USPTO patents with 853,638 reactions. Task: Predict the reaction yield, written as a fraction of the theoretical maximum amount of product (1.0 means a 100% yield; for example, 0.34 means a 34% yield). (1) The reactants are [N:1]1[CH:6]=[CH:5][C:4]([C:7]2[N:11]=[C:10]([CH2:12][NH:13]C(=O)OC(C)(C)C)[NH:9][N:8]=2)=[CH:3][CH:2]=1.[BrH:21]. The catalyst is C(O)(=O)C. The product is [BrH:21].[N:1]1[CH:2]=[CH:3][C:4]([C:7]2[N:11]=[C:10]([CH2:12][NH2:13])[NH:9][N:8]=2)=[CH:5][CH:6]=1. The yield is 0.710. (2) The reactants are [H-].[Na+].C([O:7][C:8](=[O:18])[CH2:9][CH:10]([CH2:14][CH:15]([CH3:17])[CH3:16])[C:11](O)=O)(C)(C)C.O. The catalyst is C1COCC1. The product is [CH2:14]([CH:10]1[CH2:11][O:18][C:8](=[O:7])[CH2:9]1)[CH:15]([CH3:16])[CH3:17]. The yield is 0.720. (3) The reactants are [F:1][C:2]1[CH:9]=[C:8]([OH:10])[CH:7]=[CH:6][C:3]=1[C:4]#N.[OH-:11].[Na+].Cl.[OH2:14]. No catalyst specified. The product is [F:1][C:2]1[CH:9]=[C:8]([OH:10])[CH:7]=[CH:6][C:3]=1[C:4]([OH:14])=[O:11]. The yield is 1.00. (4) The reactants are [N:1]1([C:6]2[C:11]([OH:12])=[CH:10][CH:9]=[CH:8][N:7]=2)[CH2:5][CH2:4][CH2:3][CH2:2]1.Br[CH2:14][C:15]([O:17][CH3:18])=[O:16].C(=O)([O-])[O-].[Cs+].[Cs+]. The catalyst is C(#N)C. The product is [N:1]1([C:6]2[C:11]([O:12][CH2:14][C:15]([O:17][CH3:18])=[O:16])=[CH:10][CH:9]=[CH:8][N:7]=2)[CH2:2][CH2:3][CH2:4][CH2:5]1. The yield is 0.880.